From a dataset of Reaction yield outcomes from USPTO patents with 853,638 reactions. Predict the reaction yield, written as a fraction of the theoretical maximum amount of product (1.0 means a 100% yield; for example, 0.34 means a 34% yield). The reactants are [C:1]([C:4]1[NH:8][C:7]2[C:9]([Cl:13])=[C:10]([Cl:12])[S:11][C:6]=2[CH:5]=1)([OH:3])=O.C1C=CC2N(O)N=NC=2C=1.CCN(C(C)C)C(C)C.[NH2:33][CH:34]1[CH2:42][C:41]2[C:36](=[CH:37][C:38]([F:43])=[CH:39][CH:40]=2)[CH:35]1[OH:44].CCN=C=NCCCN(C)C. The catalyst is C(Cl)Cl. The product is [Cl:12][C:10]1[S:11][C:6]2[CH:5]=[C:4]([C:1](=[O:3])[NH:33][CH:34]3[CH2:42][C:41]4[C:36](=[CH:37][C:38]([F:43])=[CH:39][CH:40]=4)[CH:35]3[OH:44])[NH:8][C:7]=2[C:9]=1[Cl:13]. The yield is 0.140.